From a dataset of TCR-epitope binding with 47,182 pairs between 192 epitopes and 23,139 TCRs. Binary Classification. Given a T-cell receptor sequence (or CDR3 region) and an epitope sequence, predict whether binding occurs between them. (1) The epitope is VLAWLYAAV. The TCR CDR3 sequence is CASSLAPELDTQYF. Result: 0 (the TCR does not bind to the epitope). (2) The epitope is ELAGIGILTV. The TCR CDR3 sequence is CASSLRGPTYEQYF. Result: 1 (the TCR binds to the epitope). (3) The epitope is KLWAQCVQL. The TCR CDR3 sequence is CASSAGLARDTQYF. Result: 0 (the TCR does not bind to the epitope). (4) The epitope is CTELKLSDY. The TCR CDR3 sequence is CASSEFWDGYTF. Result: 0 (the TCR does not bind to the epitope). (5) The epitope is IPSINVHHY. The TCR CDR3 sequence is CASSYDWHEQFF. Result: 1 (the TCR binds to the epitope). (6) The TCR CDR3 sequence is CSVRGTGGYNEQFF. Result: 0 (the TCR does not bind to the epitope). The epitope is ARMILMTHF. (7) The epitope is RQLLFVVEV. The TCR CDR3 sequence is CASNEGPGQSFSNQPQHF. Result: 1 (the TCR binds to the epitope).